From a dataset of Reaction yield outcomes from USPTO patents with 853,638 reactions. Predict the reaction yield, written as a fraction of the theoretical maximum amount of product (1.0 means a 100% yield; for example, 0.34 means a 34% yield). (1) The reactants are [Cl:1][C:2]1[CH:3]=[C:4]([C@@H:12]([CH2:16][CH:17]2[CH2:21][CH2:20][CH2:19][CH2:18]2)[C:13]([OH:15])=O)[CH:5]=[CH:6][C:7]=1[S:8]([CH3:11])(=[O:10])=[O:9].C(Cl)(=O)C(Cl)=O.[NH2:28][C:29]1[CH:34]=[CH:33][C:32]([C:35]#[N:36])=[CH:31][N:30]=1.N1C=CC=CC=1. The catalyst is C(Cl)Cl.CN(C)C=O.O1CCCC1.O. The product is [Cl:1][C:2]1[CH:3]=[C:4]([C@@H:12]([CH2:16][CH:17]2[CH2:21][CH2:20][CH2:19][CH2:18]2)[C:13]([NH:28][C:29]2[CH:34]=[CH:33][C:32]([C:35]#[N:36])=[CH:31][N:30]=2)=[O:15])[CH:5]=[CH:6][C:7]=1[S:8]([CH3:11])(=[O:9])=[O:10]. The yield is 0.860. (2) The reactants are [F:1][C:2]1[CH:3]=[C:4]([CH2:9][CH:10]=[C:11]2[CH2:16][CH2:15][CH:14]([C@H:17]3[CH2:22][CH2:21][C@H:20]([CH2:23][CH2:24][CH2:25][CH2:26][CH3:27])[CH2:19][CH2:18]3)[CH2:13][CH2:12]2)[CH:5]=[CH:6][C:7]=1[F:8].B1C2CCCC1CCC2.[OH-:37].[Na+].OO.Cl. The catalyst is C1COCC1.C1(C)C=CC=CC=1.O.C(O)C. The product is [OH:37][CH:10]([C@H:11]1[CH2:12][CH2:13][C@H:14]([C@H:17]2[CH2:22][CH2:21][C@H:20]([CH2:23][CH2:24][CH2:25][CH2:26][CH3:27])[CH2:19][CH2:18]2)[CH2:15][CH2:16]1)[CH2:9][C:4]1[CH:5]=[CH:6][C:7]([F:8])=[C:2]([F:1])[CH:3]=1. The yield is 0.580. (3) The reactants are [CH2:1]([O:8][CH2:9][CH2:10]N[C@@H](C(C)(C)C)C(OC)=O)[C:2]1[CH:7]=[CH:6][CH:5]=[CH:4][CH:3]=1.[N+](=CC(OCC)=[O:25])=[N-]. The catalyst is C(Cl)Cl.CC([O-])=O.CC([O-])=O.CC([O-])=O.CC([O-])=O.[Rh+2].[Rh+2]. The product is [CH:2]1([C:1]([O:8][CH2:9][CH3:10])=[O:25])[C:6]2([CH2:5][CH2:4][CH2:3]2)[CH2:7]1. The yield is 0.177.